Dataset: Volume of distribution at steady state (VDss) regression data from Lombardo et al.. Task: Regression/Classification. Given a drug SMILES string, predict its absorption, distribution, metabolism, or excretion properties. Task type varies by dataset: regression for continuous measurements (e.g., permeability, clearance, half-life) or binary classification for categorical outcomes (e.g., BBB penetration, CYP inhibition). For this dataset (vdss_lombardo), we predict log10(VDss) (log10 of volume of distribution in L/kg). (1) The molecule is CC1COc2c(N3CC[NH+](C)CC3)c(F)cc3c(=O)c(C(=O)[O-])cn1c23. The log10(VDss) is 0.0800. (2) The molecule is Nc1n[n+]([O-])c2ccccc2[n+]1[O-]. The log10(VDss) is -0.250. (3) The compound is Cc1cc(Nc2cc(N3CC[NH+](C)CC3)nc(Sc3ccc(NC(=O)C4CC4)cc3)n2)n[nH]1. The log10(VDss) is 0.710. (4) The drug is NC(=[NH2+])c1ccc(C(=O)NC(Cc2ccc(O)cc2)C(=O)N2CCC(OCC(=O)[O-])CC2)cc1. The log10(VDss) is -0.540. (5) The molecule is Nc1nc(=O)c2c([nH]1)NCC(CNc1ccc(C(=O)NC(CCC(=O)[O-])C(=O)[O-])cc1)N2C=O. The log10(VDss) is -0.570. (6) The compound is COC(=O)CC(O)(CCCC(C)(C)O)C(=O)OC1C(OC)=CC23CCC[NH+]2CCc2cc4c(cc2C13)OCO4. The log10(VDss) is 0.260. (7) The molecule is CC[NH+](CC)CCNC(=O)c1ccc(NC(C)=O)cc1. The log10(VDss) is 0.280. (8) The compound is CC1(C)SC2C([NH+]=CN3CCCCCC3)C(=O)N2C1C(=O)[O-]. The log10(VDss) is -0.430. (9) The drug is C[NH+]1CCCC1Cc1c[nH]c2ccc(CCS(=O)(=O)c3ccccc3)cc12. The log10(VDss) is 0.200. (10) The molecule is COC(=O)C1C(OC(=O)c2ccccc2)CC2CCC1[NH+]2C. The log10(VDss) is 0.300.